Dataset: Peptide-MHC class I binding affinity with 185,985 pairs from IEDB/IMGT. Task: Regression. Given a peptide amino acid sequence and an MHC pseudo amino acid sequence, predict their binding affinity value. This is MHC class I binding data. The peptide sequence is TISTSPQSL. The MHC is HLA-B07:02 with pseudo-sequence HLA-B07:02. The binding affinity (normalized) is 0.